From a dataset of Reaction yield outcomes from USPTO patents with 853,638 reactions. Predict the reaction yield, written as a fraction of the theoretical maximum amount of product (1.0 means a 100% yield; for example, 0.34 means a 34% yield). (1) The reactants are C(=O)([O-])[O-].[K+].[K+].[Cl:7][C:8]1[NH:12][N:11]=[C:10]([C:13]([F:16])([F:15])[F:14])[C:9]=1[CH2:17][S:18][C:19]1[CH2:23][C:22]([CH3:25])([CH3:24])[O:21][N:20]=1.Cl[CH:27]([F:29])[F:28].O. The catalyst is CN(C)C=O. The product is [Cl:7][C:8]1[N:12]([CH:27]([F:29])[F:28])[N:11]=[C:10]([C:13]([F:15])([F:14])[F:16])[C:9]=1[CH2:17][S:18][C:19]1[CH2:23][C:22]([CH3:25])([CH3:24])[O:21][N:20]=1.[Cl:7][C:8]1[C:9]([CH2:17][S:18][C:19]2[CH2:23][C:22]([CH3:25])([CH3:24])[O:21][N:20]=2)=[C:10]([C:13]([F:15])([F:14])[F:16])[N:11]([CH:27]([F:29])[F:28])[N:12]=1. The yield is 0.258. (2) The reactants are [CH:1]1([N:7]2[CH2:11][CH2:10][CH:9]([CH2:12][C:13]3[C:18]([Cl:19])=[CH:17][C:16]([C:20]4[CH:25]=[CH:24][C:23]([C:26]([N:28]5[CH2:33][CH2:32][NH:31][CH2:30][CH2:29]5)=[O:27])=[CH:22][CH:21]=4)=[CH:15][C:14]=3[Cl:34])[C:8]2=[O:35])[CH2:6][CH2:5][CH2:4][CH2:3][CH2:2]1.[OH-].[Na+].[C:38](Cl)(=[O:40])[CH3:39]. The catalyst is ClCCl. The product is [C:38]([N:31]1[CH2:30][CH2:29][N:28]([C:26]([C:23]2[CH:22]=[CH:21][C:20]([C:16]3[CH:15]=[C:14]([Cl:34])[C:13]([CH2:12][CH:9]4[CH2:10][CH2:11][N:7]([CH:1]5[CH2:6][CH2:5][CH2:4][CH2:3][CH2:2]5)[C:8]4=[O:35])=[C:18]([Cl:19])[CH:17]=3)=[CH:25][CH:24]=2)=[O:27])[CH2:33][CH2:32]1)(=[O:40])[CH3:39]. The yield is 0.740. (3) The reactants are [H-].[Na+].[CH2:3]1[CH2:7][O:6][CH2:5][CH2:4]1.[O:8]1[CH2:12][CH2:11][CH:10]([CH:13]=O)[CH2:9]1.CN(C=[O:19])C. The catalyst is O. The product is [O:6]1[CH2:7][CH2:3][CH:4](/[CH:13]=[CH:10]/[C:9]([O:8][CH2:12][CH3:11])=[O:19])[CH2:5]1. The yield is 0.520. (4) The reactants are [Cl:1][C:2]1[CH:10]=[CH:9][C:5]([C:6]([OH:8])=[O:7])=[CH:4][N:3]=1.[C:11]1([CH3:19])[CH:16]=[CH:15][CH:14]=[CH:13][C:12]=1[Mg]Cl.C(O)(=O)C. The catalyst is C1COCC1.O.O.C([O-])(=O)C.[Mn+3].C([O-])(=O)C.C([O-])(=O)C. The product is [Cl:1][C:2]1[CH:10]=[C:9]([C:12]2[CH:13]=[CH:14][CH:15]=[CH:16][C:11]=2[CH3:19])[C:5]([C:6]([OH:8])=[O:7])=[CH:4][N:3]=1. The yield is 0.510. (5) The reactants are [CH3:1][O:2][C:3]([C:5]1[N:6]=[C:7]([CH:18]=O)[N:8]([CH2:10][O:11][CH2:12][CH2:13][Si:14]([CH3:17])([CH3:16])[CH3:15])[CH:9]=1)=[O:4].NO.[N:22]1C=CC=CC=1.FC(F)(F)C(OC(=O)C(F)(F)F)=O. The catalyst is CO.CCOC(C)=O. The product is [CH3:1][O:2][C:3]([C:5]1[N:6]=[C:7]([C:18]#[N:22])[N:8]([CH2:10][O:11][CH2:12][CH2:13][Si:14]([CH3:15])([CH3:16])[CH3:17])[CH:9]=1)=[O:4]. The yield is 0.760. (6) The reactants are [Cl:1][C:2]1[CH:3]=[C:4]([NH:9][C:10]([N:12]2[CH2:17][CH2:16][N:15]([CH2:18][C@@H:19]3[CH2:24][CH2:23][CH2:22][NH:21][CH2:20]3)[CH2:14][CH2:13]2)=[O:11])[CH:5]=[CH:6][C:7]=1[Cl:8].[CH3:25][O:26][CH2:27][CH2:28][O:29][C:30]1[CH:37]=[CH:36][C:33]([CH:34]=O)=[CH:32][N:31]=1.C(O[BH-](OC(=O)C)OC(=O)C)(=O)C.[Na+]. The catalyst is ClCCl. The product is [Cl:1][C:2]1[CH:3]=[C:4]([NH:9][C:10]([N:12]2[CH2:17][CH2:16][N:15]([CH2:18][C@@H:19]3[CH2:24][CH2:23][CH2:22][N:21]([CH2:34][C:33]4[CH:32]=[N:31][C:30]([O:29][CH2:28][CH2:27][O:26][CH3:25])=[CH:37][CH:36]=4)[CH2:20]3)[CH2:14][CH2:13]2)=[O:11])[CH:5]=[CH:6][C:7]=1[Cl:8]. The yield is 0.270. (7) The reactants are [CH3:1][O:2][C:3]([C:5]1[CH:6]=[C:7]([CH2:11][NH:12][C:13]2[CH:18]=[CH:17][C:16]([C:19]3[O:20][C:21]4[CH:27]=[CH:26][CH:25]=[CH:24][C:22]=4[N:23]=3)=[CH:15][C:14]=2[N+:28]([O-])=O)[CH:8]=[CH:9][CH:10]=1)=[O:4].[C:31](O)(=O)[CH3:32]. The product is [O:20]1[C:21]2[CH:27]=[CH:26][CH:25]=[CH:24][C:22]=2[N:23]=[C:19]1[C:16]1[CH:17]=[CH:18][C:13]2[N:12]([CH2:11][C:7]3[CH:8]=[CH:9][CH:10]=[C:5]([C:3]([O:2][CH3:1])=[O:4])[CH:6]=3)[C:31]([CH3:32])=[N:28][C:14]=2[CH:15]=1. The catalyst is [Fe]. The yield is 0.640. (8) The reactants are Cl[C:2](Cl)(Cl)[CH:3]([OH:5])O.Cl.[NH2:9][OH:10].[CH3:11][O:12][C:13]1[CH:18]=[CH:17][C:16]([NH2:19])=[CH:15][CH:14]=1.Cl. The catalyst is O.S([O-])([O-])(=O)=O.[Na+].[Na+]. The product is [N:9](=[CH:2][C:3]([NH:19][C:16]1[CH:17]=[CH:18][C:13]([O:12][CH3:11])=[CH:14][CH:15]=1)=[O:5])[OH:10]. The yield is 0.850.